From a dataset of Full USPTO retrosynthesis dataset with 1.9M reactions from patents (1976-2016). Predict the reactants needed to synthesize the given product. (1) Given the product [CH2:6]([O:5][C:3](=[O:4])[C:2]([CH3:1])([S:25]([CH3:28])(=[O:26])=[O:27])[CH2:8][CH2:9][C:10]1[CH:15]=[CH:14][C:13]([B:16]([OH:20])[OH:17])=[CH:12][CH:11]=1)[CH3:7], predict the reactants needed to synthesize it. The reactants are: [CH3:1][C:2]([S:25]([CH3:28])(=[O:27])=[O:26])([CH2:8][CH2:9][C:10]1[CH:15]=[CH:14][C:13]([B:16]2[O:20]C(C)(C)C(C)(C)[O:17]2)=[CH:12][CH:11]=1)[C:3]([O:5][CH2:6][CH3:7])=[O:4].C([O-])(=O)C.[NH4+].I([O-])(=O)(=O)=O.[Na+]. (2) Given the product [S:30](=[N:1][C:2]1[CH:3]=[C:4]([CH:27]=[CH:28][CH:29]=1)[C:5]([NH:7][C:8]1[C:13]([CH3:14])=[CH:12][C:11]([C:15]([F:24])([C:20]([F:21])([F:22])[F:23])[C:16]([F:17])([F:18])[F:19])=[CH:10][C:9]=1[CH2:25][CH3:26])=[O:6])=[O:31], predict the reactants needed to synthesize it. The reactants are: [NH2:1][C:2]1[CH:3]=[C:4]([CH:27]=[CH:28][CH:29]=1)[C:5]([NH:7][C:8]1[C:13]([CH3:14])=[CH:12][C:11]([C:15]([F:24])([C:20]([F:23])([F:22])[F:21])[C:16]([F:19])([F:18])[F:17])=[CH:10][C:9]=1[CH2:25][CH3:26])=[O:6].[S:30](Cl)(Cl)=[O:31]. (3) Given the product [O:15]1[CH:16]2[C:9]3[C:4]([CH:3]1[C:22]([C:23]([O:25][CH3:26])=[O:24])=[C:21]2[C:19]([O:18][CH3:17])=[O:20])=[CH:5][C:6]1[O:14][CH2:13][O:12][C:7]=1[CH:8]=3, predict the reactants needed to synthesize it. The reactants are: CO[CH:3]([O:15][CH3:16])[C:4]1[C:9](CO)=[CH:8][C:7]2[O:12][CH2:13][O:14][C:6]=2[CH:5]=1.[CH3:17][O:18][C:19]([C:21]#[C:22][C:23]([O:25][CH3:26])=[O:24])=[O:20].CC(O)=O. (4) Given the product [C:14]1([C:2]2[S:1][C:5]3[CH:6]=[CH:7][CH:8]=[CH:9][C:4]=3[CH:3]=2)[CH:19]=[CH:18][CH:17]=[CH:16][CH:15]=1, predict the reactants needed to synthesize it. The reactants are: [S:1]1[C:5]2[CH:6]=[CH:7][CH:8]=[CH:9][C:4]=2[CH:3]=[C:2]1B(O)O.I[C:14]1[CH:19]=[CH:18][CH:17]=[CH:16][CH:15]=1.C(=O)([O-])[O-].[Na+].[Na+]. (5) Given the product [C:1]([O:5][C:6](=[O:7])[NH:8][CH2:9][C:10]1[CH:18]=[CH:17][C:13]([C:14]([N:26]2[CH2:25][C:24]3[CH:23]=[N:22][N:21]([CH3:20])[C:30]=3[NH:29][C:28]3[CH:31]=[C:32]([CH3:35])[CH:33]=[CH:34][C:27]2=3)=[O:16])=[CH:12][C:11]=1[F:19])([CH3:2])([CH3:3])[CH3:4], predict the reactants needed to synthesize it. The reactants are: [C:1]([O:5][C:6]([NH:8][CH2:9][C:10]1[CH:18]=[CH:17][C:13]([C:14]([OH:16])=O)=[CH:12][C:11]=1[F:19])=[O:7])([CH3:4])([CH3:3])[CH3:2].[CH3:20][N:21]1[C:30]2[NH:29][C:28]3[CH:31]=[C:32]([CH3:35])[CH:33]=[CH:34][C:27]=3[NH:26][CH2:25][C:24]=2[CH:23]=[N:22]1.CCN(C(C)C)C(C)C. (6) Given the product [CH:1]1([N:4]2[CH2:9][CH2:8][CH:7]([C:10]3[N:11]=[C:26]([C:25]4[CH:29]=[CH:30][C:22]([C:14]([C:15]5[CH:20]=[CH:19][CH:18]=[CH:17][CH:16]=5)=[O:21])=[CH:23][CH:24]=4)[O:13][N:12]=3)[CH2:6][CH2:5]2)[CH2:2][CH2:3]1, predict the reactants needed to synthesize it. The reactants are: [CH:1]1([N:4]2[CH2:9][CH2:8][CH:7]([C:10]([NH:12][OH:13])=[NH:11])[CH2:6][CH2:5]2)[CH2:3][CH2:2]1.[C:14]([C:22]1[CH:30]=[CH:29][C:25]([C:26](Cl)=O)=[CH:24][CH:23]=1)(=[O:21])[C:15]1[CH:20]=[CH:19][CH:18]=[CH:17][CH:16]=1.